Dataset: Full USPTO retrosynthesis dataset with 1.9M reactions from patents (1976-2016). Task: Predict the reactants needed to synthesize the given product. (1) Given the product [NH2:32][C:4]1[S:3][C:2]([C:42]2[C:43]([C:47]([F:49])([F:50])[F:48])=[CH:44][CH:45]=[CH:46][C:41]=2[F:40])=[N:6][C:5]=1[C:7]([NH:8][C:9]1[CH:10]=[N:11][N:12]([CH3:30])[C:13]=1[C@@H:14]1[CH2:20][CH2:19][C@@H:18]([NH2:21])[C@@H:17]([F:29])[CH2:16][O:15]1)=[O:31], predict the reactants needed to synthesize it. The reactants are: Br[C:2]1[S:3][C:4]([NH:32]C(=O)OC(C)(C)C)=[C:5]([C:7](=[O:31])[NH:8][C:9]2[CH:10]=[N:11][N:12]([CH3:30])[C:13]=2[C@@H:14]2[CH2:20][CH2:19][C@@H:18]([NH:21]C(OC(C)(C)C)=O)[C@@H:17]([F:29])[CH2:16][O:15]2)[N:6]=1.[F:40][C:41]1[CH:46]=[CH:45][CH:44]=[C:43]([C:47]([F:50])([F:49])[F:48])[C:42]=1B(O)O. (2) Given the product [Cl:1][C:2]1[CH:10]=[CH:9][C:8]([CH3:11])=[CH:7][C:3]=1[C:4]([O:6][CH3:12])=[O:5], predict the reactants needed to synthesize it. The reactants are: [Cl:1][C:2]1[CH:10]=[CH:9][C:8]([CH3:11])=[CH:7][C:3]=1[C:4]([OH:6])=[O:5].[C:12](Cl)(=O)C(Cl)=O.CO. (3) Given the product [F:26][C:17]1[C:16]([O:15][CH2:14][C:9]2[S:10][C:6]3[CH:5]=[CH:4][CH:3]=[C:2]([CH3:1])[C:7]=3[N:8]=2)=[CH:21][CH:20]=[C:19]([F:22])[C:18]=1[C:23]([NH2:25])=[O:24], predict the reactants needed to synthesize it. The reactants are: [CH3:1][C:2]1[C:7]2[N:8]=[C:9](N)[S:10][C:6]=2[CH:5]=[CH:4][CH:3]=1.C([CH2:14][O:15][C:16]1[C:17]([F:26])=[C:18]([C:23]([NH2:25])=[O:24])[C:19]([F:22])=[CH:20][CH:21]=1)#N. (4) The reactants are: [CH3:1][O:2][C:3]1[CH:11]=[CH:10][C:9]2[NH:8][C:7]3[CH:12]=[N:13][N:14]([CH2:17][C:18]([N:20]([CH3:31])[C:21]4[CH:30]=[CH:29][C:24]5[N:25]=[C:26]([CH3:28])[O:27][C:23]=5[CH:22]=4)=[O:19])[C:15](=[O:16])[C:6]=3[C:5]=2[CH:4]=1.[Li+].C[Si]([N-][Si](C)(C)C)(C)C.[C:42]([C:44]1[CH:51]=[CH:50][C:47]([CH2:48]Br)=[CH:46][CH:45]=1)#[N:43]. Given the product [C:42]([C:44]1[CH:51]=[CH:50][C:47]([CH2:48][N:8]2[C:9]3[CH:10]=[CH:11][C:3]([O:2][CH3:1])=[CH:4][C:5]=3[C:6]3[C:15](=[O:16])[N:14]([CH2:17][C:18]([N:20]([CH3:31])[C:21]4[CH:30]=[CH:29][C:24]5[N:25]=[C:26]([CH3:28])[O:27][C:23]=5[CH:22]=4)=[O:19])[N:13]=[CH:12][C:7]2=3)=[CH:46][CH:45]=1)#[N:43], predict the reactants needed to synthesize it. (5) Given the product [ClH:36].[C:1]([C:4]1[CH:5]=[CH:6][C:7]([NH:10][CH2:11][C:12]2[N:16]([CH3:17])[C:15]3[CH:18]=[CH:19][C:20]([C@@:22]([NH:31][CH2:32][C:33]([OH:35])=[O:34])([C:24]([N:26]4[CH2:30][CH2:29][CH2:28][CH2:27]4)=[O:25])[CH3:23])=[CH:21][C:14]=3[N:13]=2)=[CH:8][CH:9]=1)(=[NH:2])[NH2:3], predict the reactants needed to synthesize it. The reactants are: [C:1]([C:4]1[CH:9]=[CH:8][C:7]([NH:10][CH2:11][C:12]2[N:16]([CH3:17])[C:15]3[CH:18]=[CH:19][C:20]([C@@:22]([NH:31][CH2:32][C:33]([OH:35])=[O:34])([C:24]([N:26]4[CH2:30][CH2:29][CH2:28][CH2:27]4)=[O:25])[CH3:23])=[CH:21][C:14]=3[N:13]=2)=[CH:6][CH:5]=1)(=[NH:3])[NH2:2].[ClH:36]. (6) Given the product [Cl:1][C:2]1[C:3]([NH:20][C:21]2[CH:26]=[CH:25][C:24]([I:27])=[CH:23][C:22]=2[F:28])=[C:4]([CH:17]=[CH:18][N:19]=1)[C:5]([NH:7][O:8][CH2:9][C@H:10]([OH:11])[CH2:14][OH:13])=[O:6], predict the reactants needed to synthesize it. The reactants are: [Cl:1][C:2]1[C:3]([NH:20][C:21]2[CH:26]=[CH:25][C:24]([I:27])=[CH:23][C:22]=2[F:28])=[C:4]([CH:17]=[CH:18][N:19]=1)[C:5]([NH:7][O:8][CH2:9][C@H:10]1[CH2:14][O:13]C(C)(C)[O:11]1)=[O:6].C(O)(C(F)(F)F)=O.ClCCl. (7) Given the product [CH2:1]([O:8][CH2:9][CH2:10][C:11]1[N:23]=[C:22]([C:17]2[CH:18]=[CH:19][CH:20]=[CH:21][C:16]=2[NH2:15])[S:24][CH:12]=1)[C:2]1[CH:7]=[CH:6][CH:5]=[CH:4][CH:3]=1, predict the reactants needed to synthesize it. The reactants are: [CH2:1]([O:8][CH2:9][CH2:10][C:11](=O)[CH2:12]Br)[C:2]1[CH:7]=[CH:6][CH:5]=[CH:4][CH:3]=1.[NH2:15][C:16]1[CH:21]=[CH:20][CH:19]=[CH:18][C:17]=1[C:22](=[S:24])[NH2:23].